The task is: Predict which catalyst facilitates the given reaction.. This data is from Catalyst prediction with 721,799 reactions and 888 catalyst types from USPTO. (1) Reactant: [F:1][C:2]([F:49])([F:48])[C:3]1[CH:4]=[C:5]([CH:41]=[C:42]([C:44]([F:47])([F:46])[F:45])[CH:43]=1)[CH2:6][N:7]([CH2:19][C:20]1[CH:25]=[C:24]([C:26]([F:29])([F:28])[F:27])[CH:23]=[CH:22][C:21]=1[C:30]1[CH:35]=[C:34]([CH:36]([CH3:38])[CH3:37])[CH:33]=[CH:32][C:31]=1[O:39][CH3:40])[C:8]1[N:9]=[N:10][N:11]([CH2:13][CH2:14][CH2:15][C:16]([OH:18])=[O:17])[N:12]=1.[OH-].[Na+:51]. Product: [Na+:51].[F:47][C:44]([F:45])([F:46])[C:42]1[CH:41]=[C:5]([CH:4]=[C:3]([C:2]([F:1])([F:48])[F:49])[CH:43]=1)[CH2:6][N:7]([CH2:19][C:20]1[CH:25]=[C:24]([C:26]([F:29])([F:28])[F:27])[CH:23]=[CH:22][C:21]=1[C:30]1[CH:35]=[C:34]([CH:36]([CH3:37])[CH3:38])[CH:33]=[CH:32][C:31]=1[O:39][CH3:40])[C:8]1[N:9]=[N:10][N:11]([CH2:13][CH2:14][CH2:15][C:16]([O-:18])=[O:17])[N:12]=1. The catalyst class is: 8. (2) Reactant: [O:1]1[C:5]2[CH:6]=[CH:7][C:8]([C:10]3([C:13]([NH:15][C:16]4[CH:17]=[C:18]5[C:22](=[CH:23][CH:24]=4)[N:21]([CH2:25][CH2:26][CH2:27][C:28]([OH:30])=O)[C:20]([C:31]([CH3:34])([CH3:33])[CH3:32])=[CH:19]5)=[O:14])[CH2:12][CH2:11]3)=[CH:9][C:4]=2[O:3][CH2:2]1.CCN(CC)CC.CN(C(ON1N=NC2C=CC=CC1=2)=[N+](C)C)C.F[P-](F)(F)(F)(F)F.[CH2:66]([CH2:68][NH2:69])[OH:67]. Product: [O:1]1[C:5]2[CH:6]=[CH:7][C:8]([C:10]3([C:13]([NH:15][C:16]4[CH:17]=[C:18]5[C:22](=[CH:23][CH:24]=4)[N:21]([CH2:25][CH2:26][CH2:27][C:28]([NH:69][CH2:68][CH2:66][OH:67])=[O:30])[C:20]([C:31]([CH3:32])([CH3:34])[CH3:33])=[CH:19]5)=[O:14])[CH2:12][CH2:11]3)=[CH:9][C:4]=2[O:3][CH2:2]1. The catalyst class is: 3. (3) Reactant: [C:1]([OH:9])(=O)[C:2]1[CH:7]=[CH:6][N:5]=[CH:4][CH:3]=1.C1C=CC2N(O)N=NC=2C=1.CCN=C=NCCCN(C)C.[CH2:31]([O:33][C:34]1[CH:35]=[C:36]([CH:41]=[CH:42][C:43]=1[O:44][CH2:45][CH3:46])/[C:37](=[N:39]/O)/[NH2:38])[CH3:32].C([O-])(O)=O.[Na+]. Product: [CH2:31]([O:33][C:34]1[CH:35]=[C:36]([C:37]2[N:39]=[C:1]([C:2]3[CH:3]=[CH:4][N:5]=[CH:6][CH:7]=3)[O:9][N:38]=2)[CH:41]=[CH:42][C:43]=1[O:44][CH2:45][CH3:46])[CH3:32]. The catalyst class is: 3. (4) Product: [Cl:7][C:8]1[CH:9]=[C:10]([C:14]2[N:15]=[N:16][N:17]([CH:19]([CH3:23])[CH2:20][C:21]([OH:27])=[O:22])[N:18]=2)[CH:11]=[CH:12][CH:13]=1. The catalyst class is: 21. Reactant: O.OS(O)(=O)=O.[Cl:7][C:8]1[CH:9]=[C:10]([C:14]2[N:15]=[N:16][N:17]([CH:19]([CH3:23])[CH2:20][CH2:21][OH:22])[N:18]=2)[CH:11]=[CH:12][CH:13]=1.CC([OH:27])C. (5) Reactant: [Br:1][C:2]1[CH:7]=[CH:6][C:5]([N:8]2[C:12]([CH2:13][OH:14])=[CH:11][N:10]=[CH:9]2)=[CH:4][CH:3]=1. Product: [Br:1][C:2]1[CH:3]=[CH:4][C:5]([N:8]2[C:12]([CH:13]=[O:14])=[CH:11][N:10]=[CH:9]2)=[CH:6][CH:7]=1. The catalyst class is: 177. (6) Reactant: [F:1][C:2]1[CH:7]=[CH:6][C:5](B(O)O)=[CH:4][CH:3]=1.C(=O)([O-])[O-].[Na+].[Na+].Br[C:18]1[C:19]([N:27]2[CH2:32][CH2:31][N:30]([C:33]([O:35][C:36]([CH3:39])([CH3:38])[CH3:37])=[O:34])[CH2:29][CH2:28]2)=[C:20]2[CH:26]=[CH:25][NH:24][C:21]2=[N:22][CH:23]=1. Product: [F:1][C:2]1[CH:7]=[CH:6][C:5]([C:18]2[C:19]([N:27]3[CH2:32][CH2:31][N:30]([C:33]([O:35][C:36]([CH3:39])([CH3:38])[CH3:37])=[O:34])[CH2:29][CH2:28]3)=[C:20]3[CH:26]=[CH:25][NH:24][C:21]3=[N:22][CH:23]=2)=[CH:4][CH:3]=1. The catalyst class is: 77. (7) Reactant: C([Sn](CCCC)(CCCC)[CH2:6][O:7][CH2:8][O:9][CH3:10])CCC.[Li]CCCC.[Br:24][C:25]1[CH:30]=[CH:29][C:28]([NH:31][C:32]2[C:33]([CH:43]=[O:44])=[CH:34][C:35]3[N:39]([CH3:40])[CH:38]=[N:37][C:36]=3[C:41]=2[F:42])=[C:27]([Cl:45])[CH:26]=1. Product: [Br:24][C:25]1[CH:30]=[CH:29][C:28]([NH:31][C:32]2[C:33]([CH:43]([OH:44])[CH2:6][O:7][CH2:8][O:9][CH3:10])=[CH:34][C:35]3[N:39]([CH3:40])[CH:38]=[N:37][C:36]=3[C:41]=2[F:42])=[C:27]([Cl:45])[CH:26]=1. The catalyst class is: 1. (8) Reactant: [Cl:1][C:2]1[CH:3]=[C:4]([CH:22]=[CH:23][C:24]=1Cl)[CH:5]=[CH:6][C:7]1=[N:8][CH2:9][CH2:10][N:11]([CH2:18]C(O)=O)[C:12]2[CH:17]=[CH:16][CH:15]=[CH:14][C:13]1=2.Cl.[CH3:27]N(C)CCCN=C=NCC.[OH2:38].ON1C2C=CC=CC=2N=N1.[CH3:49][O:50][C:51]1[CH:58]=[CH:57][C:54]([CH2:55][NH2:56])=[CH:53][CH:52]=1. Product: [ClH:1].[CH3:18][N:11]1[C:12]2[CH:17]=[CH:16][CH:15]=[CH:14][C:13]=2[C:7](/[CH:6]=[CH:5]/[C:4]2[CH:22]=[CH:23][C:24]([C:27]([NH:56][CH2:55][C:54]3[CH:57]=[CH:58][C:51]([O:50][CH3:49])=[CH:52][CH:53]=3)=[O:38])=[CH:2][CH:3]=2)=[N:8][CH2:9][CH2:10]1. The catalyst class is: 4. (9) Reactant: [CH3:1][O:2][C:3](=[O:21])[C:4]([NH:7][C:8]([C:10]1[CH:19]=[CH:18][C:17]2[C:12](=[CH:13][CH:14]=[CH:15][CH:16]=2)[C:11]=1[OH:20])=[O:9])([CH3:6])[CH3:5].[C:22]1([CH:28]([CH3:32])[CH2:29][CH2:30]O)[CH:27]=[CH:26][CH:25]=[CH:24][CH:23]=1.C1(P(C2C=CC=CC=2)C2C=CC=CC=2)C=CC=CC=1.CC(OC(/N=N/C(OC(C)C)=O)=O)C. Product: [CH3:1][O:2][C:3](=[O:21])[C:4]([CH3:6])([NH:7][C:8]([C:10]1[CH:19]=[CH:18][C:17]2[C:12](=[CH:13][CH:14]=[CH:15][CH:16]=2)[C:11]=1[O:20][CH2:30][CH2:29][CH:28]([C:22]1[CH:27]=[CH:26][CH:25]=[CH:24][CH:23]=1)[CH3:32])=[O:9])[CH3:5]. The catalyst class is: 1. (10) Product: [F:18][C:17]1[C:12]([N:9]2[C:10]([CH3:11])=[C:6]([C:4]([OH:5])=[O:3])[CH:7]=[N:8]2)=[N:13][CH:14]=[C:15]([C:19]([F:22])([F:20])[F:21])[CH:16]=1. The catalyst class is: 7. Reactant: C([O:3][C:4]([C:6]1[CH:7]=[N:8][N:9]([C:12]2[C:17]([F:18])=[CH:16][C:15]([C:19]([F:22])([F:21])[F:20])=[CH:14][N:13]=2)[C:10]=1[CH3:11])=[O:5])C.[OH-].[Na+].